This data is from Forward reaction prediction with 1.9M reactions from USPTO patents (1976-2016). The task is: Predict the product of the given reaction. (1) Given the reactants Br[CH2:2][C:3]1[CH:8]=[CH:7][CH:6]=[CH:5][CH:4]=1.C([O-])([O-])=O.[K+].[K+].[Br:15][C:16]1[CH:21]=[CH:20][C:19]([OH:22])=[C:18]([F:23])[CH:17]=1.O, predict the reaction product. The product is: [CH2:2]([O:22][C:19]1[CH:20]=[CH:21][C:16]([Br:15])=[CH:17][C:18]=1[F:23])[C:3]1[CH:8]=[CH:7][CH:6]=[CH:5][CH:4]=1. (2) Given the reactants [NH2:1][C:2]1[CH:3]=[CH:4][CH:5]=[C:6]2[C:11]=1[CH:10]=[C:9]([OH:12])[CH:8]=[CH:7]2.CC(OC(OC(OC(C)(C)C)=O)=O)(C)C.C(OCC)(=O)C.CCCCCC, predict the reaction product. The product is: [NH2:1][C:2]1[CH:3]=[CH:4][CH:5]=[C:6]2[C:11]=1[CH2:10][CH:9]([OH:12])[CH2:8][CH2:7]2. (3) The product is: [NH:18]1[CH:19]=[N:20][C:16]([C:12]2[CH:11]=[C:10]3[C:15](=[CH:14][CH:13]=2)[NH:7][N:8]=[C:9]3[C:40]2[CH:41]=[C:42]([C:43]([NH:67][C:66]3[CH:68]=[CH:69][C:63]([F:62])=[CH:64][CH:65]=3)=[O:45])[CH:47]=[CH:48][CH:49]=2)=[N:17]1. Given the reactants O1CCCCC1[N:7]1[C:15]2[C:10](=[CH:11][C:12]([C:16]3[N:20]=[CH:19][N:18](C(C4C=CC=CC=4)(C4C=CC=CC=4)C4C=CC=CC=4)[N:17]=3)=[CH:13][CH:14]=2)[C:9]([C:40]2[CH:41]=[C:42]([CH:47]=[CH:48][CH:49]=2)[C:43]([O:45]C)=O)=[N:8]1.[OH-].[Li+].ON1C2C=CC=CC=2N=N1.[F:62][C:63]1[CH:69]=[CH:68][C:66]([NH2:67])=[CH:65][CH:64]=1.Cl.C(N=C=NCCCN(C)C)C.Cl, predict the reaction product. (4) The product is: [Cl:1][C:2]1[CH:3]=[CH:4][C:5]([C:6]([NH:8][CH:9]([CH2:13][C:14]2[C:23]3[C:18](=[CH:19][CH:20]=[CH:21][CH:22]=3)[NH:17][C:16](=[O:24])[CH:15]=2)[C:10]([S:11][CH2:28][CH:29]=[CH:30][CH3:31])=[O:12])=[O:7])=[CH:25][CH:26]=1. Given the reactants [Cl:1][C:2]1[CH:26]=[CH:25][C:5]([C:6]([NH:8][CH:9]([CH2:13][C:14]2[C:23]3[C:18](=[CH:19][CH:20]=[CH:21][CH:22]=3)[NH:17][C:16](=[O:24])[CH:15]=2)[C:10]([OH:12])=[S:11])=[O:7])=[CH:4][CH:3]=1.Br[CH2:28][CH:29]=[CH:30][CH3:31], predict the reaction product.